Dataset: NCI-60 drug combinations with 297,098 pairs across 59 cell lines. Task: Regression. Given two drug SMILES strings and cell line genomic features, predict the synergy score measuring deviation from expected non-interaction effect. (1) Drug 1: C1CN1C2=NC(=NC(=N2)N3CC3)N4CC4. Drug 2: CC1=C(C(=O)C2=C(C1=O)N3CC4C(C3(C2COC(=O)N)OC)N4)N. Cell line: A498. Synergy scores: CSS=39.0, Synergy_ZIP=-6.82, Synergy_Bliss=-0.431, Synergy_Loewe=-24.1, Synergy_HSA=2.84. (2) Drug 1: CS(=O)(=O)CCNCC1=CC=C(O1)C2=CC3=C(C=C2)N=CN=C3NC4=CC(=C(C=C4)OCC5=CC(=CC=C5)F)Cl. Drug 2: CC(C)(C#N)C1=CC(=CC(=C1)CN2C=NC=N2)C(C)(C)C#N. Cell line: SN12C. Synergy scores: CSS=3.51, Synergy_ZIP=-0.815, Synergy_Bliss=-1.19, Synergy_Loewe=-4.34, Synergy_HSA=-4.79. (3) Drug 1: C1=CC(=C2C(=C1NCCNCCO)C(=O)C3=C(C=CC(=C3C2=O)O)O)NCCNCCO. Drug 2: CN1C(=O)N2C=NC(=C2N=N1)C(=O)N. Cell line: NCI-H522. Synergy scores: CSS=42.9, Synergy_ZIP=3.06, Synergy_Bliss=2.92, Synergy_Loewe=-54.0, Synergy_HSA=-0.760. (4) Drug 1: CN(C)C1=NC(=NC(=N1)N(C)C)N(C)C. Drug 2: CCC1=C2CN3C(=CC4=C(C3=O)COC(=O)C4(CC)O)C2=NC5=C1C=C(C=C5)O. Cell line: OVCAR3. Synergy scores: CSS=37.7, Synergy_ZIP=2.77, Synergy_Bliss=2.09, Synergy_Loewe=-36.6, Synergy_HSA=0.471. (5) Drug 1: C1CC(=O)NC(=O)C1N2CC3=C(C2=O)C=CC=C3N. Drug 2: CC(C)CN1C=NC2=C1C3=CC=CC=C3N=C2N. Cell line: SK-MEL-5. Synergy scores: CSS=-2.46, Synergy_ZIP=1.88, Synergy_Bliss=1.07, Synergy_Loewe=-1.60, Synergy_HSA=-1.77. (6) Cell line: MDA-MB-435. Drug 2: CC1C(C(CC(O1)OC2CC(OC(C2O)C)OC3=CC4=CC5=C(C(=O)C(C(C5)C(C(=O)C(C(C)O)O)OC)OC6CC(C(C(O6)C)O)OC7CC(C(C(O7)C)O)OC8CC(C(C(O8)C)O)(C)O)C(=C4C(=C3C)O)O)O)O. Synergy scores: CSS=24.4, Synergy_ZIP=-1.30, Synergy_Bliss=-2.80, Synergy_Loewe=-4.67, Synergy_HSA=-3.39. Drug 1: C1=CC(=CC=C1C#N)C(C2=CC=C(C=C2)C#N)N3C=NC=N3. (7) Drug 1: COC1=CC(=CC(=C1O)OC)C2C3C(COC3=O)C(C4=CC5=C(C=C24)OCO5)OC6C(C(C7C(O6)COC(O7)C8=CC=CS8)O)O. Drug 2: CC1=C(C(=CC=C1)Cl)NC(=O)C2=CN=C(S2)NC3=CC(=NC(=N3)C)N4CCN(CC4)CCO. Cell line: MALME-3M. Synergy scores: CSS=24.4, Synergy_ZIP=-5.33, Synergy_Bliss=1.35, Synergy_Loewe=-6.47, Synergy_HSA=-4.71. (8) Drug 1: C1CC(=O)NC(=O)C1N2CC3=C(C2=O)C=CC=C3N. Drug 2: C1=NC2=C(N=C(N=C2N1C3C(C(C(O3)CO)O)F)Cl)N. Cell line: PC-3. Synergy scores: CSS=18.1, Synergy_ZIP=-0.534, Synergy_Bliss=0.132, Synergy_Loewe=-0.391, Synergy_HSA=2.69. (9) Drug 1: CC1C(C(CC(O1)OC2CC(CC3=C2C(=C4C(=C3O)C(=O)C5=C(C4=O)C(=CC=C5)OC)O)(C(=O)C)O)N)O.Cl. Drug 2: CS(=O)(=O)CCNCC1=CC=C(O1)C2=CC3=C(C=C2)N=CN=C3NC4=CC(=C(C=C4)OCC5=CC(=CC=C5)F)Cl. Cell line: SF-295. Synergy scores: CSS=33.2, Synergy_ZIP=11.9, Synergy_Bliss=14.7, Synergy_Loewe=2.60, Synergy_HSA=15.1. (10) Drug 1: CC1=C2C(C(=O)C3(C(CC4C(C3C(C(C2(C)C)(CC1OC(=O)C(C(C5=CC=CC=C5)NC(=O)C6=CC=CC=C6)O)O)OC(=O)C7=CC=CC=C7)(CO4)OC(=O)C)O)C)OC(=O)C. Drug 2: CN(CC1=CN=C2C(=N1)C(=NC(=N2)N)N)C3=CC=C(C=C3)C(=O)NC(CCC(=O)O)C(=O)O. Cell line: CCRF-CEM. Synergy scores: CSS=12.3, Synergy_ZIP=1.12, Synergy_Bliss=0.206, Synergy_Loewe=-41.5, Synergy_HSA=-2.22.